From a dataset of Reaction yield outcomes from USPTO patents with 853,638 reactions. Predict the reaction yield, written as a fraction of the theoretical maximum amount of product (1.0 means a 100% yield; for example, 0.34 means a 34% yield). (1) The catalyst is CC#N.CCOC(C)=O. The yield is 0.560. The product is [CH2:35]([O:34][C@@H:32]1[CH2:33][N:29]([C:27]([O:26][C:22]([CH3:23])([CH3:25])[CH3:24])=[O:28])[C@H:30]([C:37]([O:39][CH:2]2[CH2:20][CH2:19][C:5]3=[CH:6][C:7]4[C:8]5[CH:17]=[CH:16][C:15]([Cl:18])=[CH:14][C:9]=5[CH2:10][O:11][C:12]=4[CH:13]=[C:4]3[C:3]2=[O:21])=[O:38])[CH2:31]1)[CH3:36]. The reactants are Br[CH:2]1[CH2:20][CH2:19][C:5]2=[CH:6][C:7]3[C:8]4[CH:17]=[CH:16][C:15]([Cl:18])=[CH:14][C:9]=4[CH2:10][O:11][C:12]=3[CH:13]=[C:4]2[C:3]1=[O:21].[C:22]([O:26][C:27]([N:29]1[CH2:33][C@@H:32]([O:34][CH2:35][CH3:36])[CH2:31][C@H:30]1[C:37]([OH:39])=[O:38])=[O:28])([CH3:25])([CH3:24])[CH3:23].CCN(C(C)C)C(C)C. (2) The reactants are [N:1]1[CH:6]=[CH:5][C:4]([CH3:7])=[CH:3][CH:2]=1.C([Li])CCC.N1C=[CH:17][C:16]([CH2:19][Li])=[CH:15][CH:14]=1.BrCCC(C)C. The catalyst is C1COCC1.O. The product is [CH2:7]([C:4]1[CH:5]=[CH:6][N:1]=[CH:2][CH:3]=1)[CH2:14][CH2:15][CH:16]([CH3:19])[CH3:17]. The yield is 0.950. (3) The reactants are [F:1][C:2]1[CH:20]=[CH:19][C:5]([CH2:6][C:7]2[CH:8]=[N:9][C:10]3[N:11]([N:13]=[CH:14][C:15]=3[C:16](Cl)=[O:17])[CH:12]=2)=[CH:4][C:3]=1[C:21]([F:24])([F:23])[F:22].[OH:25][CH2:26][CH2:27][NH:28][C:29](=[O:31])[CH3:30]. The catalyst is CN(C1C=CN=CC=1)C.C(Cl)Cl. The product is [F:1][C:2]1[CH:20]=[CH:19][C:5]([CH2:6][C:7]2[CH:8]=[N:9][C:10]3[N:11]([N:13]=[CH:14][C:15]=3[C:16]([O:25][CH2:26][CH2:27][NH:28][C:29](=[O:31])[CH3:30])=[O:17])[CH:12]=2)=[CH:4][C:3]=1[C:21]([F:24])([F:23])[F:22]. The yield is 0.110. (4) The reactants are [C:1]1([C:7]2[N:11]=[C:10]([N:12]3[CH2:17][CH2:16][NH:15][CH2:14][CH2:13]3)[S:9][N:8]=2)[CH:6]=[CH:5][CH:4]=[CH:3][CH:2]=1.[F:18][C:19]1[CH:44]=[CH:43][C:22]2[C:23]([N:26](C(OCC(Cl)(Cl)Cl)=O)[C:27](OCC(Cl)(Cl)Cl)=[O:28])=[N:24][O:25][C:21]=2[CH:20]=1.C(N(C(C)C)CC)(C)C.CS(C)=O. The catalyst is O. The product is [F:18][C:19]1[CH:44]=[CH:43][C:22]2[C:23]([NH:26][C:27]([N:15]3[CH2:16][CH2:17][N:12]([C:10]4[S:9][N:8]=[C:7]([C:1]5[CH:2]=[CH:3][CH:4]=[CH:5][CH:6]=5)[N:11]=4)[CH2:13][CH2:14]3)=[O:28])=[N:24][O:25][C:21]=2[CH:20]=1. The yield is 0.321. (5) The reactants are C(NC(C)C)(C)C.C([Li])CCC.[CH3:13][O:14][C:15](=[O:27])[CH2:16][C:17]1[CH:22]=[CH:21][C:20]([S:23]([CH3:26])(=[O:25])=[O:24])=[CH:19][CH:18]=1.Br[CH2:29][CH:30]1[CH2:35][CH2:34][CH2:33][CH2:32][O:31]1. The catalyst is O1CCCC1.CN1CCCN(C)C1=O. The product is [CH3:13][O:14][C:15](=[O:27])[CH:16]([C:17]1[CH:18]=[CH:19][C:20]([S:23]([CH3:26])(=[O:24])=[O:25])=[CH:21][CH:22]=1)[CH2:29][CH:30]1[CH2:35][CH2:34][CH2:33][CH2:32][O:31]1. The yield is 0.110. (6) The reactants are [CH2:1]([N:8]1[CH:16]=[C:15]2[C:10]([CH:11]=[C:12]([C:17]3[CH:18]=[C:19]([C:27]4[CH:32]=[CH:31][C:30]([CH2:33]Br)=[CH:29][CH:28]=4)[N:20]4[C:25]=3[C:24]([NH2:26])=[N:23][CH:22]=[N:21]4)[CH:13]=[CH:14]2)=[N:9]1)[C:2]1[CH:7]=[CH:6][CH:5]=[CH:4][CH:3]=1.[NH2:35][CH:36]1C[CH2:39][CH:38]([OH:41])[CH2:37]1. No catalyst specified. The product is [NH2:26][C:24]1[C:25]2=[C:17]([C:12]3[CH:13]=[CH:14][C:15]4[C:10]([CH:11]=3)=[N:9][N:8]([CH2:1][C:2]3[CH:7]=[CH:6][CH:5]=[CH:4][CH:3]=3)[CH:16]=4)[CH:18]=[C:19]([C:27]3[CH:28]=[CH:29][C:30]([CH2:33][N:35]4[CH2:36][CH2:37][CH:38]([OH:41])[CH2:39]4)=[CH:31][CH:32]=3)[N:20]2[N:21]=[CH:22][N:23]=1. The yield is 0.0400. (7) The reactants are [NH2:1][C:2]1([C:7]([OH:9])=[O:8])[CH2:6][CH2:5][CH2:4][CH2:3]1.C(=O)([O-])[O-].[K+].[K+].[C:16]([O:20][C:21](O[C:21]([O:20][C:16]([CH3:19])([CH3:18])[CH3:17])=[O:22])=[O:22])([CH3:19])([CH3:18])[CH3:17]. The catalyst is C1COCC1.O.CN(C1C=CN=CC=1)C. The product is [C:16]([O:20][C:21]([NH:1][C:2]1([C:7]([OH:9])=[O:8])[CH2:6][CH2:5][CH2:4][CH2:3]1)=[O:22])([CH3:19])([CH3:18])[CH3:17]. The yield is 0.130. (8) The reactants are [CH3:1][N:2]1[C:10]2[C:5](=[CH:6][CH:7]=[CH:8][CH:9]=2)[CH:4]=[C:3]1[C:11]([OH:13])=O.C(Cl)(=O)C([Cl:17])=O.CN(C=O)C. The catalyst is ClCCl. The product is [CH3:1][N:2]1[C:10]2[C:5](=[CH:6][CH:7]=[CH:8][CH:9]=2)[CH:4]=[C:3]1[C:11]([Cl:17])=[O:13]. The yield is 0.980. (9) The reactants are C([Mg]Cl)(C)C.[Cl:6][C:7]1[N:17]=[CH:16][C:15]2[O:14][CH2:13][CH2:12][N:11]3[C:18](I)=[C:19]([I:21])[N:20]=[C:10]3[C:9]=2[CH:8]=1.[NH4+].[Cl-]. The catalyst is O1CCCC1. The product is [Cl:6][C:7]1[N:17]=[CH:16][C:15]2[O:14][CH2:13][CH2:12][N:11]3[CH:18]=[C:19]([I:21])[N:20]=[C:10]3[C:9]=2[CH:8]=1. The yield is 0.985.